This data is from Full USPTO retrosynthesis dataset with 1.9M reactions from patents (1976-2016). The task is: Predict the reactants needed to synthesize the given product. (1) The reactants are: CC1(C)CCCC(C)(C)N1.C([Li])CCC.[Cl:16][C:17]1[C:22]([F:23])=[CH:21][C:20]([F:24])=[CH:19][C:18]=1[O:25][CH3:26].[B:27](OC(C)C)([O:32]C(C)C)[O:28]C(C)C.OS([O-])(=O)=O.[Na+]. Given the product [Cl:16][C:17]1[C:22]([F:23])=[C:21]([B:27]([OH:32])[OH:28])[C:20]([F:24])=[CH:19][C:18]=1[O:25][CH3:26], predict the reactants needed to synthesize it. (2) Given the product [Cl:15][C:14]1[C:6]([Cl:5])=[C:7]2[C:11]([CH2:20][CH2:21][C:8]2=[O:10])=[CH:12][CH:13]=1, predict the reactants needed to synthesize it. The reactants are: S(Cl)(Cl)=O.[Cl:5][C:6]1[C:14]([Cl:15])=[CH:13][CH:12]=[CH:11][C:7]=1[C:8]([OH:10])=O.[Al+3].[Cl-].[Cl-].[Cl-].[CH:20]1C=CC=C[CH:21]=1. (3) Given the product [Si:15]([O:1][CH2:2][CH2:3][CH2:4][O:5][C:6]1[CH:14]=[CH:13][C:9]([C:10]([OH:12])=[O:11])=[CH:8][CH:7]=1)([C:18]([CH3:21])([CH3:20])[CH3:19])([CH3:17])[CH3:16], predict the reactants needed to synthesize it. The reactants are: [OH:1][CH2:2][CH2:3][CH2:4][O:5][C:6]1[CH:14]=[CH:13][C:9]([C:10]([OH:12])=[O:11])=[CH:8][CH:7]=1.[Si:15](Cl)([C:18]([CH3:21])([CH3:20])[CH3:19])([CH3:17])[CH3:16].N1C=CN=C1.C([O-])([O-])=O.[K+].[K+]. (4) The reactants are: [CH:1]([N:14]1[N:18]=[N:17][C:16]([C:19]2[CH:24]=[C:23](Br)[CH:22]=[C:21](Br)[CH:20]=2)=[N:15]1)([C:8]1[CH:13]=[CH:12][CH:11]=[CH:10][CH:9]=1)[C:2]1[CH:7]=[CH:6][CH:5]=[CH:4][CH:3]=1.[CH3:27][C:28]1[C:37]2[C:32](=[CH:33][CH:34]=[CH:35][CH:36]=2)[C:31](B(O)O)=[CH:30][CH:29]=1.O1[CH2:46][CH2:45]OCC1.C(=O)([O-])[O-].[Na+].[Na+]. Given the product [CH:1]([N:14]1[N:18]=[N:17][C:16]([C:19]2[CH:24]=[C:23]([C:31]3[C:32]4[C:37](=[CH:36][CH:35]=[CH:34][CH:33]=4)[C:28]([CH3:27])=[CH:29][CH:30]=3)[CH:22]=[C:21]([C:1]3[C:2]4[C:3](=[CH:4][CH:5]=[CH:6][CH:7]=4)[C:45]([CH3:46])=[CH:9][CH:8]=3)[CH:20]=2)=[N:15]1)([C:8]1[CH:13]=[CH:12][CH:11]=[CH:10][CH:9]=1)[C:2]1[CH:7]=[CH:6][CH:5]=[CH:4][CH:3]=1, predict the reactants needed to synthesize it. (5) Given the product [C:1]([NH:6][C:7]1[NH:16][C:15](=[O:17])[C:14]2[C:9](=[N:10][CH:11]=[C:12]([N:13]=2)[CH2:18][NH:20][C:21]2[CH:29]=[CH:28][C:24]([C:25]([OH:27])=[O:26])=[CH:23][CH:22]=2)[N:8]=1)(=[O:5])[CH:2]([CH3:3])[CH3:4], predict the reactants needed to synthesize it. The reactants are: [C:1]([NH:6][C:7]1[NH:16][C:15](=[O:17])[C:14]2[C:9](=[N:10][CH:11]=[C:12]([CH:18]=O)[N:13]=2)[N:8]=1)(=[O:5])[CH:2]([CH3:4])[CH3:3].[NH2:20][C:21]1[CH:29]=[CH:28][C:24]([C:25]([OH:27])=[O:26])=[CH:23][CH:22]=1.C1(C)C=CC(S([O-])(=O)=O)=CC=1.[NH+]1C=CC=CC=1.